Task: Regression. Given two drug SMILES strings and cell line genomic features, predict the synergy score measuring deviation from expected non-interaction effect.. Dataset: NCI-60 drug combinations with 297,098 pairs across 59 cell lines Drug 1: CCN(CC)CCNC(=O)C1=C(NC(=C1C)C=C2C3=C(C=CC(=C3)F)NC2=O)C. Drug 2: C1C(C(OC1N2C=NC3=C2NC=NCC3O)CO)O. Cell line: MDA-MB-435. Synergy scores: CSS=7.63, Synergy_ZIP=-1.87, Synergy_Bliss=-0.0638, Synergy_Loewe=-14.0, Synergy_HSA=-3.00.